This data is from Catalyst prediction with 721,799 reactions and 888 catalyst types from USPTO. The task is: Predict which catalyst facilitates the given reaction. (1) The catalyst class is: 5. Reactant: [S:1]1[C:5]2[CH:6]=[CH:7][CH:8]=[CH:9][C:4]=2[N:3]=[C:2]1[C:10]1[C:14]2[CH:15]=[CH:16][CH:17]=[CH:18][C:13]=2[O:12][C:11]=1[C:19]([O:21]CC)=O.[NH3:24]. Product: [S:1]1[C:5]2[CH:6]=[CH:7][CH:8]=[CH:9][C:4]=2[N:3]=[C:2]1[C:10]1[C:14]2[CH:15]=[CH:16][CH:17]=[CH:18][C:13]=2[O:12][C:11]=1[C:19]([NH2:24])=[O:21]. (2) Reactant: [Cl:1][C:2]1[CH:3]=[C:4]([C@@H:9]2[O:15][CH2:14][CH2:13][N:12]([C:16]([O:18][C:19]([CH3:22])([CH3:21])[CH3:20])=[O:17])[CH2:11][C@H:10]2[CH2:23][NH:24][S:25]([CH:28]=[CH2:29])(=[O:27])=[O:26])[CH:5]=[CH:6][C:7]=1[Cl:8].[CH3:30][O-:31].[Na+].CO. Product: [Cl:1][C:2]1[CH:3]=[C:4]([C@@H:9]2[O:15][CH2:14][CH2:13][N:12]([C:16]([O:18][C:19]([CH3:22])([CH3:21])[CH3:20])=[O:17])[CH2:11][C@H:10]2[CH2:23][NH:24][S:25]([CH2:28][CH2:29][O:31][CH3:30])(=[O:26])=[O:27])[CH:5]=[CH:6][C:7]=1[Cl:8]. The catalyst class is: 125.